From a dataset of Forward reaction prediction with 1.9M reactions from USPTO patents (1976-2016). Predict the product of the given reaction. (1) Given the reactants C1(C)C=CC(S(O[CH2:11][CH2:12][C:13]2[CH:18]=[CH:17][C:16]([C:19]#[N:20])=[CH:15][CH:14]=2)(=O)=O)=CC=1.C([O-])([O-])=O.[K+].[K+].[NH2:28][C:29]1[CH:34]=[CH:33][CH:32]=[CH:31][C:30]=1[SH:35], predict the reaction product. The product is: [NH2:28][C:29]1[CH:34]=[CH:33][CH:32]=[CH:31][C:30]=1[S:35][CH2:11][CH2:12][C:13]1[CH:14]=[CH:15][C:16]([C:19]#[N:20])=[CH:17][CH:18]=1. (2) Given the reactants Br[C:2]1[CH:7]=[CH:6][C:5]([Cl:8])=[CH:4][C:3]=1[CH3:9].C([Li])(CC)C.[C:15](=[O:17])=[O:16], predict the reaction product. The product is: [Cl:8][C:5]1[CH:6]=[CH:7][C:2]([C:15]([OH:17])=[O:16])=[C:3]([CH3:9])[CH:4]=1. (3) Given the reactants [CH3:1][C:2]1[C:7]2[N:8]=[C:9]([C:11]3[CH:16]=[CH:15][C:14]([O:17]C)=[CH:13][CH:12]=3)[S:10][C:6]=2[CH:5]=[C:4]([O:19]C)[CH:3]=1.B(Br)(Br)Br, predict the reaction product. The product is: [CH3:1][C:2]1[C:7]2[N:8]=[C:9]([C:11]3[CH:16]=[CH:15][C:14]([OH:17])=[CH:13][CH:12]=3)[S:10][C:6]=2[CH:5]=[C:4]([OH:19])[CH:3]=1. (4) Given the reactants [N:1]1[CH:6]=[CH:5][CH:4]=[C:3]([C:7]2[CH:8]=[C:9]3[C:15]([C:16]4[N:21]=[C:20]([N:22]5[CH2:27][CH2:26][NH:25][C:24](=[O:28])[CH2:23]5)[CH:19]=[CH:18][CH:17]=4)=[N:14][N:13](COCC[Si](C)(C)C)[C:10]3=[CH:11][N:12]=2)[CH:2]=1.Cl, predict the reaction product. The product is: [N:1]1[CH:6]=[CH:5][CH:4]=[C:3]([C:7]2[CH:8]=[C:9]3[C:15]([C:16]4[N:21]=[C:20]([N:22]5[CH2:27][CH2:26][NH:25][C:24](=[O:28])[CH2:23]5)[CH:19]=[CH:18][CH:17]=4)=[N:14][NH:13][C:10]3=[CH:11][N:12]=2)[CH:2]=1. (5) Given the reactants [C:1]([N:5]1[C:10](=[O:11])[C:9](=[CH:12][C:13]2[CH:14]=[C:15]([C:27]#[N:28])[CH:16]=[N:17][C:18]=2[N:19]2[CH2:24][C@H:23]([CH3:25])[O:22][C@H:21]([CH3:26])[CH2:20]2)[C:8](=[O:29])[N:7]([C:30]([CH3:33])([CH3:32])[CH3:31])[C:6]1=[O:34])([CH3:4])([CH3:3])[CH3:2].[N:35]([Sn](CCCC)(CCCC)CCCC)=[N+:36]=[N-:37], predict the reaction product. The product is: [C:30]([N:7]1[C:8](=[O:29])[C:9](=[CH:12][C:13]2[C:18]([N:19]3[CH2:20][C@H:21]([CH3:26])[O:22][C@H:23]([CH3:25])[CH2:24]3)=[N:17][CH:16]=[C:15]([C:27]3[N:35]=[N:36][NH:37][N:28]=3)[CH:14]=2)[C:10](=[O:11])[N:5]([C:1]([CH3:2])([CH3:3])[CH3:4])[C:6]1=[O:34])([CH3:32])([CH3:31])[CH3:33]. (6) Given the reactants N[C@H](C(O)=O)CCC(O)=O.[Cl:11][C:12]1[CH:13]=[CH:14][C:15]2[CH2:21][CH2:20][NH:19][CH2:18][C@H:17]([CH3:22])[C:16]=2[CH:23]=1.[O:24]=[CH:25][C@@H:26]([C@H:28]([C@@H:30]([C@@H:32]([C:34]([O-:36])=[O:35])[OH:33])[OH:31])[OH:29])[OH:27], predict the reaction product. The product is: [O:24]=[CH:25][C@@H:26]([C@H:28]([C@@H:30]([C@@H:32]([C:34]([OH:36])=[O:35])[OH:33])[OH:31])[OH:29])[OH:27].[Cl:11][C:12]1[CH:13]=[CH:14][C:15]2[CH2:21][CH2:20][NH:19][CH2:18][C@H:17]([CH3:22])[C:16]=2[CH:23]=1. (7) Given the reactants COC1C=C(OC2C=CC(O)=CC=2)C2CC(C3C=CC(OC)=CC=3)CCC=2C=1.Cl.ClCCN(C(C)C)C(C)C.[CH:40]([N:43]([CH:74]([CH3:76])[CH3:75])[CH2:44][CH2:45][O:46][C:47]1[CH:52]=[CH:51][C:50]([O:53][C:54]2[C:63]3[CH2:62][CH:61]([C:64]4[CH:69]=[CH:68][C:67]([O:70]C)=[CH:66][CH:65]=4)[CH2:60][CH2:59][C:58]=3[CH:57]=[C:56]([O:72]C)[CH:55]=2)=[CH:49][CH:48]=1)([CH3:42])[CH3:41], predict the reaction product. The product is: [CH:74]([N:43]([CH:40]([CH3:42])[CH3:41])[CH2:44][CH2:45][O:46][C:47]1[CH:52]=[CH:51][C:50]([O:53][C:54]2[C:63]3[CH2:62][CH:61]([C:64]4[CH:69]=[CH:68][C:67]([OH:70])=[CH:66][CH:65]=4)[CH2:60][CH2:59][C:58]=3[CH:57]=[C:56]([OH:72])[CH:55]=2)=[CH:49][CH:48]=1)([CH3:75])[CH3:76]. (8) Given the reactants [CH:1]([O:4][C:5]([N:7]1[CH2:13][CH2:12][CH2:11][C:10](=O)[C:9]2[CH:15]=[CH:16][C:17]([Cl:20])=[C:18]([CH3:19])[C:8]1=2)=[O:6])([CH3:3])[CH3:2].[F:21][C:22]([F:36])([F:35])[C:23]1[CH:24]=[C:25]([CH:28]=[C:29]([C:31]([F:34])([F:33])[F:32])[CH:30]=1)[CH2:26][NH2:27].[BH4-].[Na+].[OH-].[Na+], predict the reaction product. The product is: [CH:1]([O:4][C:5]([N:7]1[CH2:13][CH2:12][CH2:11][CH:10]([NH:27][CH2:26][C:25]2[CH:28]=[C:29]([C:31]([F:32])([F:33])[F:34])[CH:30]=[C:23]([C:22]([F:21])([F:35])[F:36])[CH:24]=2)[C:9]2[CH:15]=[CH:16][C:17]([Cl:20])=[C:18]([CH3:19])[C:8]1=2)=[O:6])([CH3:3])[CH3:2]. (9) The product is: [CH2:1]([O:8][CH2:9][CH2:10][C:11]1([NH2:12])[CH2:16][CH2:15]1)[C:2]1[CH:7]=[CH:6][CH:5]=[CH:4][CH:3]=1. Given the reactants [CH2:1]([O:8][CH2:9][CH2:10][C:11]#[N:12])[C:2]1[CH:7]=[CH:6][CH:5]=[CH:4][CH:3]=1.CO[CH:15]1CCC[CH2:16]1.C([Mg]Br)C.[OH-].[Na+], predict the reaction product.